Dataset: Reaction yield outcomes from USPTO patents with 853,638 reactions. Task: Predict the reaction yield, written as a fraction of the theoretical maximum amount of product (1.0 means a 100% yield; for example, 0.34 means a 34% yield). The reactants are [CH3:1][O:2][C:3](=[O:6])[CH2:4][NH2:5].[C:7]1([C:16]2[CH:21]=[CH:20][CH:19]=[CH:18][CH:17]=2)[CH:12]=[CH:11][C:10]([C:13](Cl)=[O:14])=[CH:9][CH:8]=1.C(N(CC)CC)C. The catalyst is ClCCl. The product is [CH3:1][O:2][C:3](=[O:6])[CH2:4][NH:5][C:13]([C:10]1[CH:11]=[CH:12][C:7]([C:16]2[CH:17]=[CH:18][CH:19]=[CH:20][CH:21]=2)=[CH:8][CH:9]=1)=[O:14]. The yield is 0.500.